The task is: Predict the product of the given reaction.. This data is from Forward reaction prediction with 1.9M reactions from USPTO patents (1976-2016). (1) Given the reactants [F:1][C:2]1[CH:3]=[C:4]([CH2:8][CH2:9][C@H:10]2[CH2:14][CH2:13][CH2:12][N:11]2C(OC(C)(C)C)=O)[CH:5]=[CH:6][CH:7]=1.C(O)(C(F)(F)F)=O, predict the reaction product. The product is: [F:1][C:2]1[CH:3]=[C:4]([CH2:8][CH2:9][C@H:10]2[CH2:14][CH2:13][CH2:12][NH:11]2)[CH:5]=[CH:6][CH:7]=1. (2) Given the reactants [C:1]([O:5][C:6]([N:8]1[CH2:13][CH2:12][CH:11]([C:14]2[N:15]([CH2:27][CH2:28][OH:29])[CH:16]=[C:17]([C:19]3[CH:24]=[CH:23][C:22]([F:25])=[C:21]([Cl:26])[CH:20]=3)[N:18]=2)[CH2:10][CH2:9]1)=[O:7])([CH3:4])([CH3:3])[CH3:2].[CH3:30][S:31](Cl)(=[O:33])=[O:32], predict the reaction product. The product is: [C:1]([O:5][C:6]([N:8]1[CH2:13][CH2:12][CH:11]([C:14]2[N:15]([CH2:27][CH2:28][O:29][S:31]([CH3:30])(=[O:33])=[O:32])[CH:16]=[C:17]([C:19]3[CH:24]=[CH:23][C:22]([F:25])=[C:21]([Cl:26])[CH:20]=3)[N:18]=2)[CH2:10][CH2:9]1)=[O:7])([CH3:4])([CH3:3])[CH3:2].